Dataset: Full USPTO retrosynthesis dataset with 1.9M reactions from patents (1976-2016). Task: Predict the reactants needed to synthesize the given product. (1) The reactants are: Cl.[NH2:2][C:3](=[NH:18])[N:4]1[CH2:9][CH2:8][CH:7]([NH:10][C:11](=[O:17])[O:12][C:13]([CH3:16])([CH3:15])[CH3:14])[CH2:6][CH2:5]1.[Cl:19][C:20]([SH:23])(Cl)Cl.[OH-].[Na+]. Given the product [Cl:19][C:20]1[S:23][N:2]=[C:3]([N:4]2[CH2:5][CH2:6][CH:7]([NH:10][C:11](=[O:17])[O:12][C:13]([CH3:15])([CH3:14])[CH3:16])[CH2:8][CH2:9]2)[N:18]=1, predict the reactants needed to synthesize it. (2) Given the product [F:36][C:37]([F:42])([F:41])[C:38]([OH:40])=[O:39].[Cl:29][C:25]1[CH:26]=[C:27]([F:28])[C:22]([C:11]2([C:20]#[N:21])[CH:10]([CH2:31][C:32]([CH3:35])([CH3:34])[CH3:33])[NH:9][CH:8]([C:6]([OH:7])=[O:5])[CH:12]2[C:13]2[CH:18]=[CH:17][CH:16]=[C:15]([Cl:19])[CH:14]=2)=[C:23]([F:30])[CH:24]=1, predict the reactants needed to synthesize it. The reactants are: C([O:5][C:6]([CH:8]1[CH:12]([C:13]2[CH:18]=[CH:17][CH:16]=[C:15]([Cl:19])[CH:14]=2)[C:11]([C:22]2[C:27]([F:28])=[CH:26][C:25]([Cl:29])=[CH:24][C:23]=2[F:30])([C:20]#[N:21])[CH:10]([CH2:31][C:32]([CH3:35])([CH3:34])[CH3:33])[NH:9]1)=[O:7])(C)(C)C.[F:36][C:37]([F:42])([F:41])[C:38]([OH:40])=[O:39]. (3) Given the product [F:31][C:32]1[CH:37]=[CH:36][C:35]([CH2:38][CH2:39][N:40]2[CH2:41][CH2:42][N:43]([C:15]([C:13]3[CH:12]=[CH:11][CH:10]=[C:9]4[C:14]=3[N:5]=[CH:6][CH:7]=[CH:8]4)=[O:17])[CH2:44][CH2:45]2)=[CH:34][CH:33]=1, predict the reactants needed to synthesize it. The reactants are: S(Cl)(Cl)=O.[N:5]1[C:14]2[C:9](=[CH:10][CH:11]=[CH:12][C:13]=2[C:15]([OH:17])=O)[CH:8]=[CH:7][CH:6]=1.N1C2C(=CC=CC=2C(Cl)=O)C=CC=1.[F:31][C:32]1[CH:37]=[CH:36][C:35]([CH2:38][CH2:39][N:40]2[CH2:45][CH2:44][NH:43][CH2:42][CH2:41]2)=[CH:34][CH:33]=1. (4) Given the product [CH3:17][C:16]([O:15][C:13]([NH:1][C@@H:2]1[CH2:7][CH2:6][C@H:5]([C:8]([OH:10])=[O:9])[CH2:4][CH2:3]1)=[O:14])([CH3:19])[CH3:18], predict the reactants needed to synthesize it. The reactants are: [NH2:1][C@@H:2]1[CH2:7][CH2:6][C@H:5]([C:8]([OH:10])=[O:9])[CH2:4][CH2:3]1.[OH-].[Na+].[C:13](O[C:13]([O:15][C:16]([CH3:19])([CH3:18])[CH3:17])=[O:14])([O:15][C:16]([CH3:19])([CH3:18])[CH3:17])=[O:14].S([O-])(O)(=O)=O.[K+]. (5) Given the product [C:13]1([C:23]([C:3]2[C:4]3[C:9](=[CH:8][CH:7]=[CH:6][CH:5]=3)[NH:1][CH:2]=2)=[O:24])[C:22]2[C:17](=[CH:18][CH:19]=[CH:20][CH:21]=2)[CH:16]=[CH:15][CH:14]=1, predict the reactants needed to synthesize it. The reactants are: [NH:1]1[C:9]2[C:4](=[CH:5][CH:6]=[CH:7][CH:8]=2)[CH:3]=[CH:2]1.C[Mg]Br.[C:13]1([C:23](Cl)=[O:24])[C:22]2[C:17](=[CH:18][CH:19]=[CH:20][CH:21]=2)[CH:16]=[CH:15][CH:14]=1.[Cl-].[NH4+]. (6) Given the product [Cl:1][C:2]1[N:7]=[CH:6][C:5]([C:8]2[CH:13]=[CH:12][C:11]([C:14]3[N:18]([S:19]([C:22]4[CH:23]=[N:24][CH:25]=[CH:26][CH:27]=4)(=[O:21])=[O:20])[CH:17]=[C:16]([CH2:28][NH:29][CH3:30])[CH:15]=3)=[CH:10][N:9]=2)=[CH:4][CH:3]=1, predict the reactants needed to synthesize it. The reactants are: [Cl:1][C:2]1[N:7]=[CH:6][C:5]([C:8]2[CH:13]=[CH:12][C:11]([C:14]3[N:18]([S:19]([C:22]4[CH:23]=[N:24][CH:25]=[CH:26][CH:27]=4)(=[O:21])=[O:20])[CH:17]=[C:16]([CH2:28][N:29](C)[C:30](=O)OC(C)(C)C)[CH:15]=3)=[CH:10][N:9]=2)=[CH:4][CH:3]=1.C(OCC)(=O)C.Cl. (7) Given the product [CH2:1]([O:3][C:4]([CH:6]1[CH2:11][NH:10][C:9]2[CH:12]=[C:13]([Cl:16])[C:14]([I:17])=[CH:15][C:8]=2[O:7]1)=[O:5])[CH3:2], predict the reactants needed to synthesize it. The reactants are: [CH2:1]([O:3][C:4]([CH:6]1[CH2:11][NH:10][C:9]2[CH:12]=[C:13]([Cl:16])[CH:14]=[CH:15][C:8]=2[O:7]1)=[O:5])[CH3:2].[I:17]I.